Dataset: Forward reaction prediction with 1.9M reactions from USPTO patents (1976-2016). Task: Predict the product of the given reaction. (1) Given the reactants [F:1][C:2]([F:17])([C:6]1[CH:11]=[CH:10][C:9]([CH3:12])=[CH:8][C:7]=1[C:13]([F:16])([F:15])[F:14])[C:3]([OH:5])=O.P(Cl)(Cl)(Cl)=O.Cl.[NH2:24][CH2:25][C:26]1[CH:27]=[C:28]2[C:32](=[CH:33][CH:34]=1)[C:31](=[O:35])[N:30]([CH:36]1[CH2:41][CH2:40][C:39](=[O:42])[NH:38][C:37]1=[O:43])[CH2:29]2.C(=O)(O)[O-].[Na+], predict the reaction product. The product is: [O:43]=[C:37]1[CH:36]([N:30]2[CH2:29][C:28]3[C:32](=[CH:33][CH:34]=[C:26]([CH2:25][NH:24][C:3](=[O:5])[C:2]([F:1])([F:17])[C:6]4[CH:11]=[CH:10][C:9]([CH3:12])=[CH:8][C:7]=4[C:13]([F:16])([F:15])[F:14])[CH:27]=3)[C:31]2=[O:35])[CH2:41][CH2:40][C:39](=[O:42])[NH:38]1. (2) Given the reactants [Br:1][C:2]1[CH:3]=[C:4]([CH2:20][OH:21])[CH:5]=[C:6]([O:8][CH2:9][C:10]2[CH:15]=[CH:14][C:13]([C:16]([F:19])([F:18])[F:17])=[CH:12][CH:11]=2)[CH:7]=1.C(N(CC)CC)C.[CH3:29][S:30](Cl)(=[O:32])=[O:31].O, predict the reaction product. The product is: [CH3:29][S:30]([O:21][CH2:20][C:4]1[CH:5]=[C:6]([O:8][CH2:9][C:10]2[CH:11]=[CH:12][C:13]([C:16]([F:18])([F:19])[F:17])=[CH:14][CH:15]=2)[CH:7]=[C:2]([Br:1])[CH:3]=1)(=[O:32])=[O:31].